From a dataset of Forward reaction prediction with 1.9M reactions from USPTO patents (1976-2016). Predict the product of the given reaction. (1) Given the reactants [Cl:1][C:2]1[CH:7]=[CH:6][N:5]=[C:4]([C@@H:8]([NH:12][S@](C(C)(C)C)=O)[CH2:9][CH:10]=[CH2:11])[CH:3]=1.Cl.CCN(CC)CC.[O:27](C(OC(C)(C)C)=O)[C:28]([O:30][C:31]([CH3:34])([CH3:33])[CH3:32])=O, predict the reaction product. The product is: [Cl:1][C:2]1[CH:7]=[CH:6][N:5]=[C:4]([C@@H:8]([NH:12][C:28](=[O:27])[O:30][C:31]([CH3:34])([CH3:33])[CH3:32])[CH2:9][CH:10]=[CH2:11])[CH:3]=1. (2) Given the reactants [S:1]1[CH2:5][CH2:4][N:3]=[C:2]1[C:6]1[NH:7][C:8]2[C:13]([CH:14]=1)=[CH:12][CH:11]=[CH:10][C:9]=2[NH2:15].[CH3:16][C:17]1[O:21][C:20]([C:22]([F:25])([F:24])[F:23])=[C:19]([S:26](Cl)(=[O:28])=[O:27])[CH:18]=1, predict the reaction product. The product is: [S:1]1[CH2:5][CH2:4][N:3]=[C:2]1[C:6]1[NH:7][C:8]2[C:13]([CH:14]=1)=[CH:12][CH:11]=[CH:10][C:9]=2[NH:15][S:26]([C:19]1[CH:18]=[C:17]([CH3:16])[O:21][C:20]=1[C:22]([F:25])([F:23])[F:24])(=[O:28])=[O:27]. (3) Given the reactants [CH3:1][NH+:2]1[CH2:7][C:6]([C:8]([OH:10])=[O:9])=[CH:5][CH2:4][CH2:3]1.[Cl-], predict the reaction product. The product is: [CH3:1][N:2]1[CH2:3][CH2:4][CH2:5][CH:6]([C:8]([OH:10])=[O:9])[CH2:7]1. (4) Given the reactants Cl[C:2]1[N:3]=[C:4]([N:24]2[CH2:29][CH2:28][O:27][CH2:26][CH2:25]2)[C:5]2[S:10][C:9]([CH2:11][N:12]3[CH2:17][CH2:16][N:15]([CH:18]4[CH2:21][O:20][CH2:19]4)[CH2:14][C:13]3([CH3:23])[CH3:22])=[CH:8][C:6]=2[N:7]=1.[CH2:30]([C:32]1[NH:33][C:34]2[CH:40]=[CH:39][CH:38]=[CH:37][C:35]=2[N:36]=1)[CH3:31].CC(C1C=C(C(C)C)C(C2C=CC=CC=2P(C2CCCCC2)C2CCCCC2)=C(C(C)C)C=1)C.C([O-])([O-])=O.[Cs+].[Cs+], predict the reaction product. The product is: [NH3:3].[CH3:19][OH:20].[CH3:22][C:13]1([CH3:23])[CH2:14][N:15]([CH:18]2[CH2:21][O:20][CH2:19]2)[CH2:16][CH2:17][N:12]1[CH2:11][C:9]1[S:10][C:5]2[C:4]([N:24]3[CH2:29][CH2:28][O:27][CH2:26][CH2:25]3)=[N:3][C:2]([N:33]3[C:34]4[CH:40]=[CH:39][CH:38]=[CH:37][C:35]=4[N:36]=[C:32]3[CH2:30][CH3:31])=[N:7][C:6]=2[CH:8]=1. (5) Given the reactants COC1C=CC(C[N:8]2[C:13]([CH3:14])=[N:12][C:11](SC)=[N:10][C:9]2=[O:17])=CC=1.FC(F)(F)C(O)=O.[F:27][C:28]1[CH:33]=[CH:32][C:31]([C:34]2[C@@H:35]([OH:40])[CH2:36][NH:37][CH2:38][CH:39]=2)=[CH:30][CH:29]=1.C(N(CC)C(C)C)(C)C, predict the reaction product. The product is: [F:27][C:28]1[CH:33]=[CH:32][C:31]([C:34]2[C@@H:35]([OH:40])[CH2:36][N:37]([C:11]3[N:12]=[C:13]([CH3:14])[NH:8][C:9](=[O:17])[N:10]=3)[CH2:38][CH:39]=2)=[CH:30][CH:29]=1.